The task is: Predict which catalyst facilitates the given reaction.. This data is from Catalyst prediction with 721,799 reactions and 888 catalyst types from USPTO. (1) Reactant: [C:1]([NH:4][CH2:5][C@H:6]([C:12]1[CH:17]=[CH:16][CH:15]=[CH:14][C:13]=1[C:18]1[O:22][N:21]=[C:20]([C@@H:23]2[C@:28]([C:30]3[CH:35]=[CH:34][C:33]([F:36])=[C:32]([F:37])[CH:31]=3)([OH:29])[CH2:27][CH2:26][N:25](C(OC(C)(C)C)=O)[CH2:24]2)[C:19]=1[Br:45])[CH2:7][CH2:8][CH2:9][O:10][CH3:11])(=[O:3])[CH3:2].[ClH:46].O1CCOCC1. Product: [Cl-:46].[C:1]([NH:4][CH2:5][C@H:6]([C:12]1[CH:17]=[CH:16][CH:15]=[CH:14][C:13]=1[C:18]1[O:22][N:21]=[C:20]([C@@H:23]2[C@:28]([C:30]3[CH:35]=[CH:34][C:33]([F:36])=[C:32]([F:37])[CH:31]=3)([OH:29])[CH2:27][CH2:26][NH2+:25][CH2:24]2)[C:19]=1[Br:45])[CH2:7][CH2:8][CH2:9][O:10][CH3:11])(=[O:3])[CH3:2]. The catalyst class is: 2. (2) Reactant: [Cl:1][C:2]1[CH:7]=[CH:6][C:5]([C:8]2([OH:39])[CH2:13][CH2:12][N:11]([CH2:14][CH2:15][CH:16]=[C:17]3[C:27]4[C:22](=[N:23][CH:24]=[CH:25][CH:26]=4)[O:21][C:20]4[CH:28]=[CH:29][CH:30]=[C:31]([O:32][CH2:33][C:34]([O:36]CC)=[O:35])[C:19]=4[CH2:18]3)[CH2:10][CH2:9]2)=[CH:4][CH:3]=1. Product: [C:34]([CH2:33][O:32][C:31]1[C:19]2[CH2:18][C:17](=[CH:16][CH2:15][CH2:14][N:11]3[CH2:10][CH2:9][C:8]([C:5]4[CH:6]=[CH:7][C:2]([Cl:1])=[CH:3][CH:4]=4)([OH:39])[CH2:13][CH2:12]3)[C:27]3[C:22]([O:21][C:20]=2[CH:28]=[CH:29][CH:30]=1)=[N:23][CH:24]=[CH:25][CH:26]=3)([OH:36])=[O:35]. The catalyst class is: 273.